This data is from hERG Central: cardiac toxicity at 1µM, 10µM, and general inhibition. The task is: Predict hERG channel inhibition at various concentrations. (1) The compound is C=CCn1c(SCc2ccc(C#N)cc2)nnc1-c1cccc(Cl)c1. Results: hERG_inhib (hERG inhibition (general)): blocker. (2) Results: hERG_inhib (hERG inhibition (general)): blocker. The drug is Cc1ccc(Nc2nc(N)nc(CN3CCN(Cc4ccc5c(c4)OCO5)CC3)n2)cc1.